This data is from Full USPTO retrosynthesis dataset with 1.9M reactions from patents (1976-2016). The task is: Predict the reactants needed to synthesize the given product. (1) Given the product [CH2:32]([C:27]1[N:26]=[C:25]([N:10]2[CH2:11][CH2:12][CH:13]([NH:16][C:17](=[O:23])[O:18][C:19]([CH3:21])([CH3:20])[CH3:22])[CH2:14][CH2:15]2)[CH:30]=[C:29]([CH3:31])[N:28]=1)[CH2:33][CH2:34][CH3:35], predict the reactants needed to synthesize it. The reactants are: [N+](C1C([N:10]2[CH2:15][CH2:14][CH:13]([NH:16][C:17](=[O:23])[O:18][C:19]([CH3:22])([CH3:21])[CH3:20])[CH2:12][CH2:11]2)=NC=CC=1)([O-])=O.Cl[C:25]1[CH:30]=[C:29]([CH3:31])[N:28]=[C:27]([CH2:32][CH2:33][CH2:34][CH3:35])[N:26]=1.N1CCC(NC(=O)OC(C)(C)C)CC1. (2) Given the product [CH2:28]([O:30][C:31](=[O:56])[C:32]1[CH:37]=[CH:36][CH:35]=[C:34]([N:38]2[C:42]([NH:43][C:44]([NH:27][C@@H:20]3[C:21]4[C:26](=[CH:25][CH:24]=[CH:23][CH:22]=4)[C@H:17]([O:16][C:13]4[CH:14]=[CH:15][C:10]5[N:11]([C:7]([C@@H:3]6[CH2:4][CH2:5][CH2:6][N:2]6[CH3:1])=[N:8][N:9]=5)[CH:12]=4)[CH2:18][CH2:19]3)=[O:45])=[CH:41][C:40]([C:52]([CH3:55])([CH3:54])[CH3:53])=[N:39]2)[CH:33]=1)[CH3:29], predict the reactants needed to synthesize it. The reactants are: [CH3:1][N:2]1[CH2:6][CH2:5][CH2:4][C@H:3]1[C:7]1[N:11]2[CH:12]=[C:13]([O:16][C@H:17]3[C:26]4[C:21](=[CH:22][CH:23]=[CH:24][CH:25]=4)[C@@H:20]([NH2:27])[CH2:19][CH2:18]3)[CH:14]=[CH:15][C:10]2=[N:9][N:8]=1.[CH2:28]([O:30][C:31](=[O:56])[C:32]1[CH:37]=[CH:36][CH:35]=[C:34]([N:38]2[C:42]([NH:43][C:44](OCC(Cl)(Cl)Cl)=[O:45])=[CH:41][C:40]([C:52]([CH3:55])([CH3:54])[CH3:53])=[N:39]2)[CH:33]=1)[CH3:29].CCN(C(C)C)C(C)C. (3) Given the product [F:25][C:22]([F:23])([F:24])[C:20]1[CH:19]=[C:5]([CH:4]=[C:3]([C:2]([F:1])([F:26])[F:27])[CH:21]=1)[CH2:6][N:7]([C:8]1[CH:13]=[CH:12][CH:11]=[C:10]([CH:14]2[O:15][CH2:16][CH2:17][O:18]2)[CH:9]=1)[CH3:30], predict the reactants needed to synthesize it. The reactants are: [F:1][C:2]([F:27])([F:26])[C:3]1[CH:4]=[C:5]([CH:19]=[C:20]([C:22]([F:25])([F:24])[F:23])[CH:21]=1)[CH2:6][NH:7][C:8]1[CH:13]=[CH:12][CH:11]=[C:10]([CH:14]2[O:18][CH2:17][CH2:16][O:15]2)[CH:9]=1.[H-].[Na+].[CH3:30]I.[NH4+].[Cl-]. (4) Given the product [N+:1]([C:4]1[CH:5]=[CH:6][C:7]([O:23][CH2:22][C:14]2[CH:15]=[C:16]([C:18]([O:20][CH3:21])=[O:19])[O:17][CH:13]=2)=[CH:8][CH:9]=1)([O-:3])=[O:2], predict the reactants needed to synthesize it. The reactants are: [N+:1]([C:4]1[CH:5]=[C:6](O)[CH:7]=[CH:8][CH:9]=1)([O-:3])=[O:2].ClC[C:13]1[O:17][C:16]([C:18]([O:20][CH3:21])=[O:19])=[CH:15][CH:14]=1.[C:22]([O-])([O-])=[O:23].[K+].[K+].